Dataset: Peptide-MHC class II binding affinity with 134,281 pairs from IEDB. Task: Regression. Given a peptide amino acid sequence and an MHC pseudo amino acid sequence, predict their binding affinity value. This is MHC class II binding data. The peptide sequence is MADDMERIFKRFDTN. The MHC is DRB1_1602 with pseudo-sequence DRB1_1602. The binding affinity (normalized) is 0.477.